From a dataset of Catalyst prediction with 721,799 reactions and 888 catalyst types from USPTO. Predict which catalyst facilitates the given reaction. (1) Reactant: O[C:2]1([C:11]2[CH:16]=[CH:15][C:14]([O:17][CH3:18])=[CH:13][CH:12]=2)[CH2:7][CH:6]2[CH2:8][CH2:9][CH:3]1[CH2:4][C:5]2=[O:10].CC1C=CC(S(O)(=O)=O)=CC=1. Product: [CH3:18][O:17][C:14]1[CH:13]=[CH:12][C:11]([C:2]2[CH:3]3[CH2:9][CH2:8][CH:6]([CH:7]=2)[C:5](=[O:10])[CH2:4]3)=[CH:16][CH:15]=1. The catalyst class is: 692. (2) Reactant: [Cl:1][C:2]1[CH:8]=[CH:7][C:5]([NH2:6])=[CH:4][C:3]=1[F:9].C([O-])(O)=O.[Na+].[I:15]I. Product: [Cl:1][C:2]1[C:3]([F:9])=[CH:4][C:5]([NH2:6])=[C:7]([I:15])[CH:8]=1. The catalyst class is: 6.